From a dataset of Catalyst prediction with 721,799 reactions and 888 catalyst types from USPTO. Predict which catalyst facilitates the given reaction. (1) Product: [Cl:1][C:2]1[N:3]=[CH:4][C:5]2[N:11]([CH2:28][CH3:29])[C:10](=[O:12])[C:9]([F:14])([F:13])[CH2:8][N:7]([CH:15]3[CH2:19][CH2:18][CH2:17][CH2:16]3)[C:6]=2[N:20]=1. The catalyst class is: 9. Reactant: [Cl:1][C:2]1[N:3]=[CH:4][C:5]2[NH:11][C:10](=[O:12])[C:9]([F:14])([F:13])[CH2:8][N:7]([CH:15]3[CH2:19][CH2:18][CH2:17][CH2:16]3)[C:6]=2[N:20]=1.C(=O)([O-])[O-].[Cs+].[Cs+].I[CH2:28][CH3:29].O. (2) Reactant: [C:1]([N:4]1[CH2:10][CH2:9][CH2:8][N:7]2[CH:11]([CH:24]([C:31]3[CH:36]=[CH:35][CH:34]=[CH:33][CH:32]=3)[C:25]3[CH:30]=[CH:29][CH:28]=[CH:27][CH:26]=3)[CH2:12][N:13](CC3C=CC=CC=3OC)[CH2:14][C@@H:6]2[CH2:5]1)(=[O:3])[CH3:2].[ClH:37]. Product: [ClH:37].[ClH:37].[C:1]([N:4]1[CH2:10][CH2:9][CH2:8][N:7]2[CH:11]([CH:24]([C:31]3[CH:36]=[CH:35][CH:34]=[CH:33][CH:32]=3)[C:25]3[CH:26]=[CH:27][CH:28]=[CH:29][CH:30]=3)[CH2:12][NH:13][CH2:14][C@@H:6]2[CH2:5]1)(=[O:3])[CH3:2]. The catalyst class is: 19. (3) The catalyst class is: 43. Product: [CH3:1][S:2]([C:5]1[CH:6]=[CH:7][C:8]([O:11][CH2:12][CH2:13][C@H:14]2[CH2:16][C@@H:15]2[CH:17]2[CH2:22][CH2:21][NH:20][CH2:19][CH2:18]2)=[N:9][CH:10]=1)(=[O:3])=[O:4]. Reactant: [CH3:1][S:2]([C:5]1[CH:6]=[CH:7][C:8]([O:11][CH2:12][CH2:13][C@H:14]2[CH2:16][C@@H:15]2[CH:17]2[CH2:22][CH2:21][N:20](C(OCC3C=CC=CC=3)=O)[CH2:19][CH2:18]2)=[N:9][CH:10]=1)(=[O:4])=[O:3].[H][H]. (4) Reactant: [Br:1][C:2]1[CH:24]=[CH:23][C:5]2[N:6]=[C:7]([NH:9][C:10]3[CH:15]=[C:14]([CH2:16][O:17][CH3:18])[N:13]=[C:12](S(C)(=O)=O)[N:11]=3)[S:8][C:4]=2[CH:3]=1.C(N(C(C)C)CC)(C)C.[NH2:34][C@H:35]1[CH2:40][CH2:39][C@H:38]([OH:41])[CH2:37][CH2:36]1.O. Product: [Br:1][C:2]1[CH:24]=[CH:23][C:5]2[N:6]=[C:7]([NH:9][C:10]3[CH:15]=[C:14]([CH2:16][O:17][CH3:18])[N:13]=[C:12]([NH:34][C@H:35]4[CH2:40][CH2:39][C@H:38]([OH:41])[CH2:37][CH2:36]4)[N:11]=3)[S:8][C:4]=2[CH:3]=1. The catalyst class is: 12. (5) Reactant: [C:1]([O:5][C:6](=[O:27])[C@H:7]([CH2:19][C:20]1[CH:25]=[CH:24][C:23]([OH:26])=[CH:22][CH:21]=1)[NH:8][C:9]1[C:13](OCC)=[N:12][S:11](=[O:18])(=[O:17])[N:10]=1)([CH3:4])([CH3:3])[CH3:2].C([O-])=O.[CH3:31][C:32]1[CH:33]=[C:34]([NH:38][C:39]([NH:41][CH2:42][CH2:43][NH2:44])=[O:40])[CH:35]=[CH:36][CH:37]=1.C(N(CC)CC)C. Product: [C:1]([O:5][C:6](=[O:27])[C@H:7]([CH2:19][C:20]1[CH:25]=[CH:24][C:23]([OH:26])=[CH:22][CH:21]=1)[NH:8][C:9]1[C:13]([NH:44][CH2:43][CH2:42][NH:41][C:39]([NH:38][C:34]2[CH:35]=[CH:36][CH:37]=[C:32]([CH3:31])[CH:33]=2)=[O:40])=[N:12][S:11](=[O:17])(=[O:18])[N:10]=1)([CH3:3])([CH3:4])[CH3:2]. The catalyst class is: 8. (6) Reactant: [N:1]([C:4]1[C:9]([F:10])=[CH:8][N:7]=[CH:6][C:5]=1/[CH:11]=[N:12]/[C:13]1[C:20]([Cl:21])=[CH:19][CH:18]=[CH:17][C:14]=1[C:15]#[N:16])=[N+]=[N-]. Product: [Cl:21][C:20]1[C:13]([N:12]2[CH:11]=[C:5]3[CH:6]=[N:7][CH:8]=[C:9]([F:10])[C:4]3=[N:1]2)=[C:14]([CH:17]=[CH:18][CH:19]=1)[C:15]#[N:16]. The catalyst class is: 11.